From a dataset of Forward reaction prediction with 1.9M reactions from USPTO patents (1976-2016). Predict the product of the given reaction. (1) The product is: [F:23][C:20]([F:22])([F:21])[C:16]1[CH:15]=[C:14]([CH:19]=[CH:18][CH:17]=1)[O:13][C:11]1[CH:10]=[C:9]([C:24]2[S:35][C:34]([NH:33][CH:36]([CH3:43])[CH2:37][C:38]([O:40][CH2:41][CH3:42])=[O:39])=[N:27][N:26]=2)[CH:8]=[C:7]([O:6][C:5]2[CH:28]=[CH:29][CH:30]=[C:3]([C:2]([F:1])([F:32])[F:31])[CH:4]=2)[CH:12]=1. Given the reactants [F:1][C:2]([F:32])([F:31])[C:3]1[CH:4]=[C:5]([CH:28]=[CH:29][CH:30]=1)[O:6][C:7]1[CH:8]=[C:9]([C:24]([NH:26][NH2:27])=O)[CH:10]=[C:11]([O:13][C:14]2[CH:19]=[CH:18][CH:17]=[C:16]([C:20]([F:23])([F:22])[F:21])[CH:15]=2)[CH:12]=1.[N:33]([CH:36]([CH3:43])[CH2:37][C:38]([O:40][CH2:41][CH3:42])=[O:39])=[C:34]=[S:35], predict the reaction product. (2) Given the reactants [Cl:1][C:2]1[CH:7]=[C:6]([Cl:8])[CH:5]=[CH:4][C:3]=1[C:9]1[C:10]([C:20]#[N:21])=[C:11]([I:19])[S:12][C:13]=1[C:14]1[NH:15][CH2:16][CH2:17][N:18]=1.C(N(CC)CC)C.[C:29]([O:33][C:34](O[C:34]([O:33][C:29]([CH3:32])([CH3:31])[CH3:30])=[O:35])=[O:35])([CH3:32])([CH3:31])[CH3:30], predict the reaction product. The product is: [C:20]([C:10]1[C:9]([C:3]2[CH:4]=[CH:5][C:6]([Cl:8])=[CH:7][C:2]=2[Cl:1])=[C:13]([C:14]2[N:15]([C:34]([O:33][C:29]([CH3:32])([CH3:31])[CH3:30])=[O:35])[CH2:16][CH2:17][N:18]=2)[S:12][C:11]=1[I:19])#[N:21]. (3) Given the reactants [CH:1]1([C:4]2[CH:13]=[C:12]3[C:7]([CH:8]=[C:9]([C:18]([OH:20])=[O:19])[CH:10]([C:14]([F:17])([F:16])[F:15])[O:11]3)=[CH:6][CH:5]=2)[CH2:3][CH2:2]1.[Cl:21]Cl, predict the reaction product. The product is: [Cl:21][C:5]1[CH:6]=[C:7]2[C:12](=[CH:13][C:4]=1[CH:1]1[CH2:2][CH2:3]1)[O:11][CH:10]([C:14]([F:15])([F:17])[F:16])[C:9]([C:18]([OH:20])=[O:19])=[CH:8]2.